This data is from Ames mutagenicity test results for genotoxicity prediction. The task is: Regression/Classification. Given a drug SMILES string, predict its toxicity properties. Task type varies by dataset: regression for continuous values (e.g., LD50, hERG inhibition percentage) or binary classification for toxic/non-toxic outcomes (e.g., AMES mutagenicity, cardiotoxicity, hepatotoxicity). Dataset: ames. (1) The compound is CC(=O)N(O)c1ccc(Sc2ccccc2)cc1. The result is 1 (mutagenic). (2) The compound is CC(=O)C=O. The result is 1 (mutagenic). (3) The compound is OC1C=Cc2ncccc2C1O. The result is 0 (non-mutagenic). (4) The compound is O=C(O)C1OC(N(O)c2ccc(-c3ccccc3)cc2)C(O)C(O)C1O. The result is 1 (mutagenic). (5) The molecule is Nc1ccc(Nc2c3ccccc3nc3ccccc23)cc1. The result is 1 (mutagenic). (6) The compound is Cc1ccc(NC2OC[C@@H](O)[C@H](O)[C@H]2O)cc1. The result is 1 (mutagenic). (7) The compound is C[C@]12CC[C@H]3[C@@H](CC[C@H]4C[C@@H](OC(=O)COc5ccc(N(CCCl)CCCl)cc5)CC[C@@]43C)[C@@H]1CCC(=O)N2. The result is 1 (mutagenic). (8) The drug is Oc1ncc2ccc3cccc4ccc1c2c34. The result is 0 (non-mutagenic). (9) The molecule is CC(=O)Nc1nc(/C=C\c2ccc([N+](=O)[O-])o2)cs1. The result is 1 (mutagenic). (10) The result is 0 (non-mutagenic). The molecule is CC(=O)CCl.